The task is: Predict which catalyst facilitates the given reaction.. This data is from Catalyst prediction with 721,799 reactions and 888 catalyst types from USPTO. (1) Reactant: [OH-].[Na+].[Cl:3][C:4]1[CH:9]=[C:8]([O:10][CH3:11])[CH:7]=[CH:6][C:5]=1[CH:12]1[O:16]C(C)(C)[O:14][C:13]1=[O:19]. Product: [Cl:3][C:4]1[CH:9]=[C:8]([O:10][CH3:11])[CH:7]=[CH:6][C:5]=1[CH:12]([OH:16])[C:13]([OH:19])=[O:14]. The catalyst class is: 5. (2) Reactant: [Cl-].[Al+3].[Cl-].[Cl-].[Cl-].C[NH+](C)C.C([O:17][C:18]1[C:19]([C:25](=[O:27])[CH3:26])=[N:20][C:21]([Cl:24])=[CH:22][CH:23]=1)C1C=CC=CC=1. Product: [Cl:24][C:21]1[N:20]=[C:19]([C:25](=[O:27])[CH3:26])[C:18]([OH:17])=[CH:23][CH:22]=1. The catalyst class is: 11. (3) Reactant: Cl[C:2]1[S:6][N:5]=[C:4]([N:7]2[CH2:12][CH2:11][CH:10]([NH:13][C:14](=[O:20])[O:15][C:16]([CH3:19])([CH3:18])[CH3:17])[CH2:9][CH2:8]2)[N:3]=1.FC(F)(F)C(O)=O.[O:28]1[C:32]2[CH:33]=[CH:34][CH:35]=[CH:36][C:31]=2[C:30]([NH:37][C:38]([N:40]2[CH2:45][CH2:44][NH:43][CH2:42][CH2:41]2)=[O:39])=[N:29]1.C(N(CC)CC)C.O. Product: [O:28]1[C:32]2[CH:33]=[CH:34][CH:35]=[CH:36][C:31]=2[C:30]([NH:37][C:38]([N:40]2[CH2:45][CH2:44][N:43]([C:2]3[S:6][N:5]=[C:4]([N:7]4[CH2:12][CH2:11][CH:10]([NH:13][C:14](=[O:20])[O:15][C:16]([CH3:19])([CH3:18])[CH3:17])[CH2:9][CH2:8]4)[N:3]=3)[CH2:42][CH2:41]2)=[O:39])=[N:29]1. The catalyst class is: 9. (4) Reactant: [C:1]([NH:4][C:5]1[CH:27]=[C:26]([C:28]2[CH:29]=[CH:30][C:31]3[N:32]([C:34]([C:37]4[CH:42]=[CH:41][C:40]([C:43]#[N:44])=[CH:39][CH:38]=4)=[CH:35][N:36]=3)[CH:33]=2)[CH:25]=[CH:24][C:6]=1[C:7]([N:9]1[CH2:14][CH2:13][CH:12]([N:15](C)[C:16](=O)OC(C)(C)C)[CH2:11][CH2:10]1)=[O:8])(=[O:3])[CH3:2].C(O)(C(F)(F)F)=O. Product: [C:43]([C:40]1[CH:39]=[CH:38][C:37]([C:34]2[N:32]3[CH:33]=[C:28]([C:26]4[CH:25]=[CH:24][C:6]([C:7]([N:9]5[CH2:10][CH2:11][CH:12]([NH:15][CH3:16])[CH2:13][CH2:14]5)=[O:8])=[C:5]([NH:4][C:1](=[O:3])[CH3:2])[CH:27]=4)[CH:29]=[CH:30][C:31]3=[N:36][CH:35]=2)=[CH:42][CH:41]=1)#[N:44]. The catalyst class is: 2. (5) Reactant: [CH3:1][C@H:2]1[CH2:7][C@@H:6]([OH:8])[C@H:5]([CH:9]([CH3:11])[CH3:10])[CH2:4][CH2:3]1.C1(P(C2C=CC=CC=2)C2C=CC=CC=2)C=CC=CC=1.[N+:31]([C:34]1[CH:42]=[CH:41][C:37]([C:38]([OH:40])=[O:39])=[CH:36][CH:35]=1)([O-:33])=[O:32].COCCOC(N=NC(OCCOC)=O)=O. Product: [N+:31]([C:34]1[CH:35]=[CH:36][C:37]([C:38]([O:40][C@@:6]2([OH:8])[CH2:7][C@H:2]([CH3:1])[CH2:3][CH2:4][C@H:5]2[CH:9]([CH3:11])[CH3:10])=[O:39])=[CH:41][CH:42]=1)([O-:33])=[O:32].[CH:2]1([CH3:1])[CH2:3][CH2:4][CH:5]([CH:9]([CH3:10])[CH3:11])[CH:6]([OH:8])[CH2:7]1. The catalyst class is: 20.